Dataset: Forward reaction prediction with 1.9M reactions from USPTO patents (1976-2016). Task: Predict the product of the given reaction. (1) Given the reactants FC(F)(F)C(O)=O.[O:8]=[C:9]1[CH:13]=[CH:12][C:11](=[O:14])[N:10]1[CH2:15][CH2:16][CH2:17][C:18]([NH:20][NH2:21])=[O:19].[C:22]([C:25]1[CH:80]=[CH:79][C:28]([O:29][CH2:30][CH2:31][O:32][C:33]2[CH:34]=[C:35]([CH2:59][O:60][C:61]3[C:62]([O:77][CH3:78])=[CH:63][C:64]4[C:70](=[O:71])[N:69]5[CH2:72][CH2:73][CH2:74][CH2:75][C@@H:68]5[CH:67]=[N:66][C:65]=4[CH:76]=3)[CH:36]=[C:37]([CH2:39][O:40][C:41]3[C:42]([O:57][CH3:58])=[CH:43][C:44]4[C:50](=[O:51])[N:49]5[CH2:52][CH2:53][CH2:54][CH2:55][C@@H:48]5[CH:47]=[N:46][C:45]=4[CH:56]=3)[CH:38]=2)=[CH:27][CH:26]=1)(=O)[CH3:23], predict the reaction product. The product is: [CH3:78][O:77][C:62]1[C:61]([O:60][CH2:59][C:35]2[CH:34]=[C:33]([CH:38]=[C:37]([CH2:39][O:40][C:41]3[C:42]([O:57][CH3:58])=[CH:43][C:44]4[C:50](=[O:51])[N:49]5[CH2:52][CH2:53][CH2:54][CH2:55][C@H:48]5[CH:47]=[N:46][C:45]=4[CH:56]=3)[CH:36]=2)[O:32][CH2:31][CH2:30][O:29][C:28]2[CH:79]=[CH:80][C:25](/[C:22](=[N:21]/[NH:20][C:18](=[O:19])[CH2:17][CH2:16][CH2:15][N:10]3[C:9](=[O:8])[CH:13]=[CH:12][C:11]3=[O:14])/[CH3:23])=[CH:26][CH:27]=2)=[CH:76][C:65]2[N:66]=[CH:67][C@@H:68]3[CH2:75][CH2:74][CH2:73][CH2:72][N:69]3[C:70](=[O:71])[C:64]=2[CH:63]=1. (2) Given the reactants [Cl:1][CH2:2][CH:3]([C:5]1[CH:10]=[CH:9][CH:8]=[CH:7][CH:6]=1)[OH:4].ClCC(C1C=CC=CC=1)=O, predict the reaction product. The product is: [Cl:1][CH2:2][C@@H:3]([C:5]1[CH:10]=[CH:9][CH:8]=[CH:7][CH:6]=1)[OH:4]. (3) Given the reactants C(O[CH:4](O)[C:5]([C:7]1[CH:8]=[C:9]([NH:13][S:14]([C:17]2[CH:22]=[CH:21][CH:20]=[CH:19][CH:18]=2)(=[O:16])=[O:15])[CH:10]=[CH:11][CH:12]=1)=[O:6])C.FC(F)(F)C(O)=O.[NH2:31][C:32]([CH3:46])([CH3:45])[CH2:33][CH2:34][N:35]1[C:39]2[CH:40]=[CH:41][CH:42]=[CH:43][C:38]=2[NH:37][C:36]1=[O:44].C(N(CC)CC)C.[BH4-].[Na+], predict the reaction product. The product is: [CH3:46][C:32]([NH:31][CH2:4][CH:5]([C:7]1[CH:8]=[C:9]([NH:13][S:14]([C:17]2[CH:18]=[CH:19][CH:20]=[CH:21][CH:22]=2)(=[O:15])=[O:16])[CH:10]=[CH:11][CH:12]=1)[OH:6])([CH3:45])[CH2:33][CH2:34][N:35]1[C:39]2[CH:40]=[CH:41][CH:42]=[CH:43][C:38]=2[NH:37][C:36]1=[O:44]. (4) Given the reactants [CH:1]1([C:4]2[CH:5]=[C:6]([CH:28]=[C:29]([O:32][CH2:33][CH3:34])[C:30]=2I)[CH2:7][N:8]2[CH2:11][C:10]3([CH2:15][C:14]([N:16]4[CH2:21][CH2:20][C:19]([CH3:27])([C:22]([O:24]CC)=[O:23])[CH2:18][CH2:17]4)=[N:13][O:12]3)[CH2:9]2)[CH2:3][CH2:2]1.[C:35]([C:37]1[CH:38]=[C:39](B(O)O)[CH:40]=[CH:41][C:42]=1[F:43])#[N:36], predict the reaction product. The product is: [C:35]([C:37]1[CH:38]=[C:39]([C:30]2[C:29]([O:32][CH2:33][CH3:34])=[CH:28][C:6]([CH2:7][N:8]3[CH2:11][C:10]4([CH2:15][C:14]([N:16]5[CH2:17][CH2:18][C:19]([CH3:27])([C:22]([OH:24])=[O:23])[CH2:20][CH2:21]5)=[N:13][O:12]4)[CH2:9]3)=[CH:5][C:4]=2[CH:1]2[CH2:3][CH2:2]2)[CH:40]=[CH:41][C:42]=1[F:43])#[N:36]. (5) Given the reactants [CH2:1]([N:8]1[CH2:23][CH2:22][N:11]2[C:12](=[O:21])[C:13]3[CH:14]=[C:15](Br)[CH:16]=[CH:17][C:18]=3[CH2:19][C@@H:10]2[CH2:9]1)[C:2]1[CH:7]=[CH:6][CH:5]=[CH:4][CH:3]=1.[C:24]([Cu])#[N:25].CCOC(C)=O.O, predict the reaction product. The product is: [CH2:1]([N:8]1[CH2:23][CH2:22][N:11]2[C:12](=[O:21])[C:13]3[CH:14]=[C:15]([C:24]#[N:25])[CH:16]=[CH:17][C:18]=3[CH2:19][C@@H:10]2[CH2:9]1)[C:2]1[CH:7]=[CH:6][CH:5]=[CH:4][CH:3]=1. (6) Given the reactants Cl[C:2]1[N:7]=[C:6]([NH:8][CH:9]2[CH2:17][CH:16]3[N:12]([CH2:13][CH2:14][CH2:15]3)[C:11]([CH3:19])([CH3:18])[CH2:10]2)[C:5]([F:20])=[CH:4][N:3]=1.[CH3:21][C:22]1([CH3:37])[O:27][C:26]2[C:28](F)=[CH:29][C:30]([NH2:32])=[CH:31][C:25]=2[N:24]2[N:34]=[N:35][N:36]=[C:23]12.Cl, predict the reaction product. The product is: [CH3:21][C:22]1([CH3:37])[O:27][C:26]2[CH:28]=[CH:29][C:30]([NH:32][C:2]3[N:7]=[C:6]([NH:8][CH:9]4[CH2:17][CH:16]5[N:12]([CH2:13][CH2:14][CH2:15]5)[C:11]([CH3:19])([CH3:18])[CH2:10]4)[C:5]([F:20])=[CH:4][N:3]=3)=[CH:31][C:25]=2[N:24]2[N:34]=[N:35][N:36]=[C:23]12. (7) Given the reactants [CH2:1]([O:3][C:4](=[O:21])[CH:5]([N:7]1[C:12]2[CH:13]=[C:14]([N+:17]([O-:19])=[O:18])[CH:15]=[CH:16][C:11]=2[O:10][CH2:9][C:8]1=O)[CH3:6])[CH3:2].COC1C=CC(P2(SP(C3C=CC(OC)=CC=3)(=S)S2)=[S:31])=CC=1, predict the reaction product. The product is: [CH2:1]([O:3][C:4](=[O:21])[CH:5]([N:7]1[C:12]2[CH:13]=[C:14]([N+:17]([O-:19])=[O:18])[CH:15]=[CH:16][C:11]=2[O:10][CH2:9][C:8]1=[S:31])[CH3:6])[CH3:2]. (8) Given the reactants [Cl:1][C:2]1[S:6][CH:5]=[C:4]([C:7](=O)[CH2:8][CH3:9])[CH:3]=1.[Cl:11][CH2:12][CH2:13][O:14][C:15]1[CH:20]=[CH:19][C:18]([C:21]([C:23]2[CH:28]=[CH:27][C:26]([OH:29])=[CH:25][CH:24]=2)=O)=[CH:17][CH:16]=1, predict the reaction product. The product is: [Cl:11][CH2:12][CH2:13][O:14][C:15]1[CH:20]=[CH:19][C:18](/[C:21](/[C:23]2[CH:28]=[CH:27][C:26]([OH:29])=[CH:25][CH:24]=2)=[C:7](/[C:4]2[CH:3]=[C:2]([Cl:1])[S:6][CH:5]=2)\[CH2:8][CH3:9])=[CH:17][CH:16]=1. (9) The product is: [CH2:3]([NH+:29]([CH2:28][CH3:27])[CH2:30][CH3:31])[CH3:4].[NH2:15][CH:4]([CH2:5][C:6]1[CH:7]=[C:8]([Br:14])[C:9]([O:13][CH2:25][C:26]2[CH:31]=[CH:30][N:29]=[CH:28][CH:27]=2)=[C:10]([Br:12])[CH:11]=1)[C:3]([O-:2])=[O:23]. Given the reactants C[O:2][C:3](=[O:23])[CH:4]([NH:15]C(OC(C)(C)C)=O)[CH2:5][C:6]1[CH:11]=[C:10]([Br:12])[C:9]([OH:13])=[C:8]([Br:14])[CH:7]=1.Cl[CH2:25][C:26]1[CH:31]=[CH:30][N:29]=[CH:28][CH:27]=1, predict the reaction product. (10) Given the reactants C(OC([N:8]1[CH2:13][CH2:12][CH:11]([C:14]2[C:22]3[C:17](=[C:18]([Cl:23])[CH:19]=[CH:20][CH:21]=3)[NH:16][CH:15]=2)[CH2:10][CH2:9]1)=O)(C)(C)C.C(O)(C(F)(F)F)=O.C(Cl)Cl, predict the reaction product. The product is: [Cl:23][C:18]1[CH:19]=[CH:20][CH:21]=[C:22]2[C:17]=1[NH:16][CH:15]=[C:14]2[CH:11]1[CH2:12][CH2:13][NH:8][CH2:9][CH2:10]1.